From a dataset of Full USPTO retrosynthesis dataset with 1.9M reactions from patents (1976-2016). Predict the reactants needed to synthesize the given product. (1) Given the product [CH:24]1[C:25]2[CH2:26][C:27]3[C:32](=[CH:31][CH:30]=[CH:29][CH:28]=3)[C:33]=2[CH:34]=[CH:35][C:23]=1/[CH:22]=[CH:21]/[CH2:20][OH:19], predict the reactants needed to synthesize it. The reactants are: CC(C[AlH]CC(C)C)C.C1(C)C=CC=CC=1.C([O:19][C:20](=O)/[CH:21]=[CH:22]/[C:23]1[CH:35]=[CH:34][C:33]2[C:32]3[C:27](=[CH:28][CH:29]=[CH:30][CH:31]=3)[CH2:26][C:25]=2[CH:24]=1)C.[C@H](O)(C([O-])=O)[C@@H](O)C([O-])=O.[Na+].[K+].[OH-].[Na+]. (2) Given the product [Cl:1][C:2]1[CH:3]=[C:4]([N:8]2[C:37](=[O:38])[CH2:36][C@@:10]3([CH2:14][N:13]([C:15](=[O:31])[C@@H:16]([NH:21][C:22](=[O:30])[CH2:23][CH:24]4[CH2:25][CH2:26][CH2:27][CH2:28][CH2:29]4)[C:17]([CH3:20])([CH3:18])[CH3:19])[C@H:12]([C:32]([OH:34])=[O:33])[CH2:11]3)[CH2:9]2)[CH:5]=[CH:6][CH:7]=1, predict the reactants needed to synthesize it. The reactants are: [Cl:1][C:2]1[CH:3]=[C:4]([N:8]2[C:37](=[O:38])[CH2:36][C@@:10]3([CH2:14][N:13]([C:15](=[O:31])[C@@H:16]([NH:21][C:22](=[O:30])[CH2:23][CH:24]4[CH2:29][CH2:28][CH2:27][CH2:26][CH2:25]4)[C:17]([CH3:20])([CH3:19])[CH3:18])[C@H:12]([C:32]([O:34]C)=[O:33])[CH2:11]3)[CH2:9]2)[CH:5]=[CH:6][CH:7]=1. (3) Given the product [Cl:18][C:8]1[CH:9]=[C:10]([C:14]([F:17])([F:16])[F:15])[CH:11]=[C:12]([Cl:13])[C:7]=1[N:6]1[C:2]([NH:28][CH2:29][CH:30]([OH:32])[CH3:31])=[C:3]([S:21]([C:24]([F:27])([F:26])[F:25])(=[O:23])=[O:22])[C:4]([C:19]#[N:20])=[N:5]1, predict the reactants needed to synthesize it. The reactants are: Br[C:2]1[N:6]([C:7]2[C:12]([Cl:13])=[CH:11][C:10]([C:14]([F:17])([F:16])[F:15])=[CH:9][C:8]=2[Cl:18])[N:5]=[C:4]([C:19]#[N:20])[C:3]=1[S:21]([C:24]([F:27])([F:26])[F:25])(=[O:23])=[O:22].[NH2:28][CH2:29][CH:30]([OH:32])[CH3:31].C(N(CC)CC)C. (4) The reactants are: [NH2:1][C:2]1[CH:7]=[CH:6][CH:5]=[CH:4][N:3]=1.[N+:8]([CH2:10][CH2:11][CH2:12][CH2:13][CH2:14][CH2:15][N+:16]#[C-:17])#[C-:9].[CH:18](=O)[C:19]1[O:23][CH:22]=[CH:21][CH:20]=1. Given the product [O:23]1[CH:22]=[CH:21][CH:20]=[C:19]1[C:18]1[N:1]=[C:2]2[CH:7]=[CH:6][CH:5]=[CH:4][N:3]2[C:9]=1[NH:8][CH2:10][CH2:11][CH2:12][CH2:13][CH2:14][CH2:15][N+:16]#[C-:17], predict the reactants needed to synthesize it. (5) Given the product [F:38][C:10]1([F:9])[CH2:15][CH2:14][NH:13][C@@H:12]([C:23]([NH:24][C@H:25]([C:27]2[CH:32]=[CH:31][C:30]([C:33]([O:35][CH3:36])=[O:34])=[CH:29][CH:28]=2)[CH3:26])=[O:37])[CH2:11]1, predict the reactants needed to synthesize it. The reactants are: C(=O)(OC(C)(C)C)N.[F:9][C:10]1([F:38])[CH2:15][CH2:14][N:13](C(OC(C)(C)C)=O)[C@@H:12]([C:23](=[O:37])[NH:24][C@H:25]([C:27]2[CH:32]=[CH:31][C:30]([C:33]([O:35][CH3:36])=[O:34])=[CH:29][CH:28]=2)[CH3:26])[CH2:11]1.